Dataset: Forward reaction prediction with 1.9M reactions from USPTO patents (1976-2016). Task: Predict the product of the given reaction. (1) Given the reactants [C:1]([O:5][C:6]([N:8]1[CH2:13][C@H:12]([O:14][CH2:15][C:16]2[CH:25]=[C:24]([O:26][CH3:27])[C:23]3[C:18](=[CH:19][CH:20]=[CH:21][CH:22]=3)[CH:17]=2)[C@@H:11]([C:28]2[CH:33]=[CH:32][C:31]([OH:34])=[CH:30][CH:29]=2)[C@H:10]([O:35][CH2:36][C@H:37]2[CH2:41][O:40][C:39]([CH3:43])([CH3:42])[O:38]2)[CH2:9]1)=[O:7])([CH3:4])([CH3:3])[CH3:2].Cl[CH2:45][CH2:46][CH2:47][O:48][CH2:49][C:50]1[CH:55]=[C:54]([F:56])[CH:53]=[CH:52][C:51]=1[O:57][CH3:58], predict the reaction product. The product is: [C:1]([O:5][C:6]([N:8]1[CH2:13][C@H:12]([O:14][CH2:15][C:16]2[CH:25]=[C:24]([O:26][CH3:27])[C:23]3[C:18](=[CH:19][CH:20]=[CH:21][CH:22]=3)[CH:17]=2)[C@@H:11]([C:28]2[CH:29]=[CH:30][C:31]([O:34][CH2:45][CH2:46][CH2:47][O:48][CH2:49][C:50]3[CH:55]=[C:54]([F:56])[CH:53]=[CH:52][C:51]=3[O:57][CH3:58])=[CH:32][CH:33]=2)[C@H:10]([O:35][CH2:36][C@H:37]2[CH2:41][O:40][C:39]([CH3:43])([CH3:42])[O:38]2)[CH2:9]1)=[O:7])([CH3:4])([CH3:2])[CH3:3]. (2) Given the reactants [C:1]1([C:7]2[N:8]=[N:9][NH:10][N:11]=2)[CH:6]=[CH:5][CH:4]=[CH:3][CH:2]=1.[OH-].[Na+].[CH3:14]I, predict the reaction product. The product is: [CH3:14][N:9]1[N:10]=[N:11][C:7]([C:1]2[CH:2]=[CH:3][CH:4]=[CH:5][CH:6]=2)=[N:8]1. (3) Given the reactants Cl[C:2]([O:4][CH2:5][C:6]1[CH:11]=[CH:10][C:9]([N+:12]([O-:14])=[O:13])=[CH:8][CH:7]=1)=[O:3].[CH2:15]([CH:18]1[CH2:23][CH2:22][N:21](C(OC(C)(C)C)=O)[CH2:20][CH2:19]1)[C:16]#[CH:17], predict the reaction product. The product is: [CH2:15]([CH:18]1[CH2:23][CH2:22][N:21]([C:2]([O:4][CH2:5][C:6]2[CH:11]=[CH:10][C:9]([N+:12]([O-:14])=[O:13])=[CH:8][CH:7]=2)=[O:3])[CH2:20][CH2:19]1)[C:16]#[CH:17].